This data is from HIV replication inhibition screening data with 41,000+ compounds from the AIDS Antiviral Screen. The task is: Binary Classification. Given a drug SMILES string, predict its activity (active/inactive) in a high-throughput screening assay against a specified biological target. (1) The compound is O=C(O)CNc1cc(-c2ccccc2)nc(NCC(=O)O)n1. The result is 0 (inactive). (2) The molecule is COC(=O)C1(C)CCCC2(C)C3(O)C(C)C(=O)OC(c4ccoc4)C3C(OC(C)=O)C12O. The result is 0 (inactive). (3) The molecule is O=C1CC(CC(=O)C2CCCCC2=O)CC(=O)N1. The result is 0 (inactive). (4) The drug is N#CC(=Cc1ccc(O)c(O)c1)C(=O)c1ccc(O)c(O)c1. The result is 0 (inactive). (5) The molecule is Cn1c(=O)nc2n(-c3ccc(Cl)cc3)c(-c3ccccc3)c(-c3ccccc3)nc-2c1=O. The result is 0 (inactive). (6) The molecule is N#CC1=C(Cl)NC(Cl)=C(C#N)C1c1ccc(Cl)cc1. The result is 0 (inactive). (7) The compound is O=C(O)c1cscc1-c1cccc2ccccc12. The result is 0 (inactive). (8) The molecule is O=C1OCOC1C1OCOC1=O. The result is 0 (inactive). (9) The compound is Cc1ccc(S(=O)(=O)C2=Cc3ccc(C(F)(F)F)cc3C2(O)c2cccc(C(F)(F)F)c2)cc1. The result is 0 (inactive).